This data is from Catalyst prediction with 721,799 reactions and 888 catalyst types from USPTO. The task is: Predict which catalyst facilitates the given reaction. (1) Reactant: [Cl:1][C:2]1[C:16]([Cl:17])=[CH:15][C:5]2[NH:6][C:7]([C:9](=O)[C:10]([F:13])([F:12])[F:11])=[N:8][C:4]=2[CH:3]=1.[CH2:18]([NH2:21])[CH2:19][NH2:20].O.C1(C)C=CC(S(O)(=O)=O)=CC=1. Product: [Cl:1][C:2]1[C:16]([Cl:17])=[CH:15][C:5]2[NH:6][C:7]([C:9]3([C:10]([F:13])([F:12])[F:11])[NH:21][CH2:18][CH2:19][NH:20]3)=[N:8][C:4]=2[CH:3]=1. The catalyst class is: 11. (2) Reactant: Cl[C:2]1[CH:9]=[CH:8][C:5]([C:6]#[N:7])=[CH:4][C:3]=1[N+:10]([O-:12])=[O:11].[CH:13]1([C:16]([N:18]2[CH2:22][CH2:21][C@@H:20]([CH2:23][NH2:24])[CH2:19]2)=[O:17])[CH2:15][CH2:14]1.CCN(C(C)C)C(C)C. Product: [CH:13]1([C:16]([N:18]2[CH2:22][CH2:21][C@@H:20]([CH2:23][NH:24][C:2]3[CH:9]=[CH:8][C:5]([C:6]#[N:7])=[CH:4][C:3]=3[N+:10]([O-:12])=[O:11])[CH2:19]2)=[O:17])[CH2:14][CH2:15]1. The catalyst class is: 8. (3) Reactant: [CH3:1][O:2][C@H:3]1[C@@H:7]2[O:8][C:9]([CH3:12])([CH3:11])[O:10][C@@H:6]2[C@@H:5]([C:13]#[C:14][CH:15]([OH:18])[CH2:16][CH3:17])[O:4]1. Product: [CH3:1][O:2][C@H:3]1[C@@H:7]2[O:8][C:9]([CH3:12])([CH3:11])[O:10][C@@H:6]2[C@@H:5]([C:13]#[C:14][C:15](=[O:18])[CH2:16][CH3:17])[O:4]1. The catalyst class is: 327. (4) Reactant: C(=O)([O-])[O-].[Na+].[Na+].Br[C:8]1[C:22]([CH3:23])=[CH:21][C:11]([C:12]([NH:14][C:15]2[CH:20]=[CH:19][N:18]=[N:17][CH:16]=2)=[O:13])=[C:10]([O:24][CH2:25][C:26]2[CH:31]=[CH:30][CH:29]=[CH:28][CH:27]=2)[CH:9]=1.[CH3:32][N:33]1[CH:37]=[C:36](B2OC(C)(C)C(C)(C)O2)[CH:35]=[N:34]1. Product: [CH3:23][C:22]1[C:8]([C:36]2[CH:35]=[N:34][N:33]([CH3:32])[CH:37]=2)=[CH:9][C:10]([O:24][CH2:25][C:26]2[CH:31]=[CH:30][CH:29]=[CH:28][CH:27]=2)=[C:11]([CH:21]=1)[C:12]([NH:14][C:15]1[CH:20]=[CH:19][N:18]=[N:17][CH:16]=1)=[O:13]. The catalyst class is: 104. (5) Reactant: [Cl:1][C:2]1[N:10]=[C:9]2[C:5]([N:6]=[CH:7][N:8]2[C:11]2[CH2:15][CH2:14][CH2:13][CH:12]=2)=[C:4](Cl)[N:3]=1.[I:17][C:18]1[CH:19]=[C:20]([CH:23]=[CH:24][CH:25]=1)[CH2:21][NH2:22]. Product: [Cl:1][C:2]1[N:10]=[C:9]2[C:5]([N:6]=[CH:7][N:8]2[C:11]2[CH2:15][CH2:14][CH2:13][CH:12]=2)=[C:4]([NH:22][CH2:21][C:20]2[CH:23]=[CH:24][CH:25]=[C:18]([I:17])[CH:19]=2)[N:3]=1. The catalyst class is: 66. (6) Reactant: [O:1]1[CH2:5][CH2:4][C@H:3]([OH:6])[CH2:2]1.[C:7](Cl)([Cl:9])=[O:8].C1(C)C=CC=CC=1. Product: [Cl:9][C:7]([O:6][C@H:3]1[CH2:4][CH2:5][O:1][CH2:2]1)=[O:8]. The catalyst class is: 2. (7) Reactant: C(OC([N:8]1[C@@H:16]2[C@@H:11]([CH2:12][CH2:13][CH2:14][CH2:15]2)[CH2:10][C@H:9]1[CH2:17][NH:18][CH2:19][C:20]([CH3:30])=[CH:21][C:22]1[CH:27]=[CH:26][C:25]([F:28])=[CH:24][C:23]=1[F:29])=O)(C)(C)C.C(N(CC)CC)C.[CH3:38][O:39][C:40]1[CH:41]=[C:42]([CH:46]=[CH:47][C:48]=1[O:49][CH3:50])[C:43](Cl)=[O:44].FC(F)(F)C(O)=O. Product: [F:29][C:23]1[CH:24]=[C:25]([F:28])[CH:26]=[CH:27][C:22]=1/[CH:21]=[C:20](\[CH3:30])/[CH2:19][N:18]([CH2:17][C@@H:9]1[CH2:10][C@H:11]2[C@H:16]([CH2:15][CH2:14][CH2:13][CH2:12]2)[NH:8]1)[C:43](=[O:44])[C:42]1[CH:46]=[CH:47][C:48]([O:49][CH3:50])=[C:40]([O:39][CH3:38])[CH:41]=1. The catalyst class is: 2.